Dataset: Reaction yield outcomes from USPTO patents with 853,638 reactions. Task: Predict the reaction yield, written as a fraction of the theoretical maximum amount of product (1.0 means a 100% yield; for example, 0.34 means a 34% yield). (1) The reactants are [NH2:1][C:2]1[CH:3]=[C:4]([NH:9][C:10]([C:12]2[CH:13]=[CH:14][C:15]3[CH:16]=[C:17]4[C:24](=[O:25])[NH:23][CH2:22][C:21]5([CH2:28][CH2:27][CH2:26]5)[N:18]4[C:19]=3[CH:20]=2)=[O:11])[CH:5]=[CH:6][C:7]=1[F:8].[C:29](Cl)(=[O:32])[CH:30]=[CH2:31]. The catalyst is C1COCC1.O. The product is [C:29]([NH:1][C:2]1[CH:3]=[C:4]([NH:9][C:10]([C:12]2[CH:13]=[CH:14][C:15]3[CH:16]=[C:17]4[C:24](=[O:25])[NH:23][CH2:22][C:21]5([CH2:26][CH2:27][CH2:28]5)[N:18]4[C:19]=3[CH:20]=2)=[O:11])[CH:5]=[CH:6][C:7]=1[F:8])(=[O:32])[CH:30]=[CH2:31]. The yield is 0.630. (2) The reactants are [CH2:1]([C:3]1[CH:4]=[C:5]2[C:9](=[CH:10][C:11]=1[N+:12]([O-])=O)[NH:8][CH:7]=[CH:6]2)[CH3:2]. The catalyst is [Ni]. The product is [CH2:1]([C:3]1[CH:4]=[C:5]2[C:9](=[CH:10][C:11]=1[NH2:12])[NH:8][CH:7]=[CH:6]2)[CH3:2]. The yield is 0.480.